From a dataset of Reaction yield outcomes from USPTO patents with 853,638 reactions. Predict the reaction yield, written as a fraction of the theoretical maximum amount of product (1.0 means a 100% yield; for example, 0.34 means a 34% yield). (1) The reactants are [F:1][C:2]([F:43])([F:42])[C:3]1[CH:4]=[C:5]([CH:39]=[CH:40][CH:41]=1)[CH2:6][NH:7][C:8](=[O:38])[C:9]1[CH:14]=[CH:13][N:12]=[C:11]([C:15]2[CH:20]=[C:19]([N:21]3[CH2:26][CH2:25][CH2:24][CH2:23][CH2:22]3)[CH:18]=[CH:17][C:16]=2[NH:27][C:28](=[O:37])[C:29]2[CH:34]=[CH:33][CH:32]=[C:31]([CH2:35]Br)[CH:30]=2)[CH:10]=1.C(=O)([O-])[O-].[K+].[K+].[I-].[K+].[N:52]1([C:59]([O:61][C:62]([CH3:65])([CH3:64])[CH3:63])=[O:60])[CH2:58][CH2:57][CH2:56][NH:55][CH2:54][CH2:53]1. The catalyst is CN(C)C=O.O. The product is [F:1][C:2]([F:43])([F:42])[C:3]1[CH:4]=[C:5]([CH:39]=[CH:40][CH:41]=1)[CH2:6][NH:7][C:8]([C:9]1[CH:14]=[CH:13][N:12]=[C:11]([C:15]2[CH:20]=[C:19]([N:21]3[CH2:26][CH2:25][CH2:24][CH2:23][CH2:22]3)[CH:18]=[CH:17][C:16]=2[NH:27][C:28]([C:29]2[CH:30]=[C:31]([CH:32]=[CH:33][CH:34]=2)[CH2:35][N:55]2[CH2:56][CH2:57][CH2:58][N:52]([C:59]([O:61][C:62]([CH3:65])([CH3:64])[CH3:63])=[O:60])[CH2:53][CH2:54]2)=[O:37])[CH:10]=1)=[O:38]. The yield is 0.850. (2) The reactants are B(F)(F)F.CCOCC.[C:10]([C:12]1[CH:20]=[CH:19][C:15]([C:16](O)=[O:17])=[CH:14][CH:13]=1)#[N:11]. The catalyst is C1COCC1. The product is [OH:17][CH2:16][C:15]1[CH:19]=[CH:20][C:12]([C:10]#[N:11])=[CH:13][CH:14]=1. The yield is 0.950. (3) The reactants are C[O:2][C:3](=[O:40])[CH2:4][CH2:5][C:6]1[CH:11]=[CH:10][C:9]([O:12][C:13]2[CH:18]=[CH:17][C:16]([CH2:19][CH:20]([NH:32][C:33]([O:35][C:36]([CH3:39])([CH3:38])[CH3:37])=[O:34])[C:21]([N:23]3[CH2:28][CH2:27][N:26]([C:29](=[O:31])[CH3:30])[CH2:25][CH2:24]3)=[O:22])=[CH:15][CH:14]=2)=[CH:8][CH:7]=1.[OH-].[Li+]. The catalyst is C1COCC1.O. The product is [C:29]([N:26]1[CH2:27][CH2:28][N:23]([C:21](=[O:22])[CH:20]([NH:32][C:33]([O:35][C:36]([CH3:39])([CH3:38])[CH3:37])=[O:34])[CH2:19][C:16]2[CH:17]=[CH:18][C:13]([O:12][C:9]3[CH:10]=[CH:11][C:6]([CH2:5][CH2:4][C:3]([OH:40])=[O:2])=[CH:7][CH:8]=3)=[CH:14][CH:15]=2)[CH2:24][CH2:25]1)(=[O:31])[CH3:30]. The yield is 0.890.